This data is from Forward reaction prediction with 1.9M reactions from USPTO patents (1976-2016). The task is: Predict the product of the given reaction. (1) Given the reactants [Cl:1][CH2:2][C:3]([O:5][C:6]1[CH:11]=[CH:10][C:9]([NH:12][C:13](=[O:15])[CH3:14])=[CH:8][CH:7]=1)=[O:4].[CH3:16][N:17]1[CH2:21][CH2:20][CH2:19][CH2:18]1, predict the reaction product. The product is: [Cl-:1].[C:13]([NH:12][C:9]1[CH:10]=[CH:11][C:6]([O:5][C:3](=[O:4])[CH2:2][N+:17]2([CH3:16])[CH2:21][CH2:20][CH2:19][CH2:18]2)=[CH:7][CH:8]=1)(=[O:15])[CH3:14]. (2) Given the reactants [NH2:1][C:2]1[C:10]([Br:11])=[CH:9][CH:8]=[CH:7][C:3]=1[C:4]([NH2:6])=[O:5].C(O[C:20]([N:22]1[CH2:27][CH2:26][CH:25]([C:28](Cl)=O)[CH2:24][CH2:23]1)=O)C1C=CC=CC=1, predict the reaction product. The product is: [Br:11][C:10]1[CH:9]=[CH:8][CH:7]=[C:3]2[C:2]=1[N:1]=[C:28]([CH:25]1[CH2:26][CH2:27][N:22]([CH3:20])[CH2:23][CH2:24]1)[NH:6][C:4]2=[O:5].